This data is from Reaction yield outcomes from USPTO patents with 853,638 reactions. The task is: Predict the reaction yield, written as a fraction of the theoretical maximum amount of product (1.0 means a 100% yield; for example, 0.34 means a 34% yield). (1) The reactants are O[CH:2]1[C:11]2[C:6](=[CH:7][CH:8]=[C:9]([C:12]([O:14][CH3:15])=[O:13])[CH:10]=2)[NH:5][CH:4]([C:16]2[CH:21]=[CH:20][CH:19]=[C:18]([O:22][C:23]([CH3:29])([CH3:28])[C:24]([O:26][CH3:27])=[O:25])[CH:17]=2)[C:3]1([CH3:31])[CH3:30].C([SiH](CC)CC)C.FC(F)(F)C(O)=O.C(=O)([O-])[O-].[Na+].[Na+]. The catalyst is ClCCl. The product is [CH3:27][O:26][C:24](=[O:25])[C:23]([CH3:29])([O:22][C:18]1[CH:17]=[C:16]([CH:4]2[C:3]([CH3:31])([CH3:30])[CH2:2][C:11]3[C:6](=[CH:7][CH:8]=[C:9]([C:12]([O:14][CH3:15])=[O:13])[CH:10]=3)[NH:5]2)[CH:21]=[CH:20][CH:19]=1)[CH3:28]. The yield is 0.470. (2) The reactants are C([O:3][C:4]([C:6]1[CH:7]=[N:8][N:9]([C:15]([CH3:18])([CH3:17])[CH3:16])[C:10]=1[CH2:11][O:12][CH2:13][CH3:14])=[O:5])C.O.[OH-].[Li+].[OH-].[Na+]. The catalyst is CO.O. The product is [C:15]([N:9]1[C:10]([CH2:11][O:12][CH2:13][CH3:14])=[C:6]([C:4]([OH:5])=[O:3])[CH:7]=[N:8]1)([CH3:16])([CH3:17])[CH3:18]. The yield is 0.870.